Dataset: Forward reaction prediction with 1.9M reactions from USPTO patents (1976-2016). Task: Predict the product of the given reaction. (1) Given the reactants [C:1](Cl)(=[O:3])[CH3:2].Cl.[CH3:6][N:7]1[CH:11]=[C:10]([C:12]2[CH:13]=[C:14]([C:18]3[N:23]=[CH:22][C:21]([C:24]4[CH:25]=[N:26][N:27]([CH:29]5[CH2:34][CH2:33][NH:32][CH2:31][CH2:30]5)[CH:28]=4)=[CH:20][N:19]=3)[CH:15]=[CH:16][CH:17]=2)[CH:9]=[N:8]1, predict the reaction product. The product is: [CH3:6][N:7]1[CH:11]=[C:10]([C:12]2[CH:13]=[C:14]([C:18]3[N:19]=[CH:20][C:21]([C:24]4[CH:25]=[N:26][N:27]([CH:29]5[CH2:34][CH2:33][N:32]([C:1](=[O:3])[CH3:2])[CH2:31][CH2:30]5)[CH:28]=4)=[CH:22][N:23]=3)[CH:15]=[CH:16][CH:17]=2)[CH:9]=[N:8]1. (2) Given the reactants [C:1]12([C:14]([OH:16])=[O:15])[CH2:10][CH:5]3[CH2:6][CH:7]([CH2:9][C:3]([C:11]([OH:13])=[O:12])([CH2:4]3)[CH2:2]1)[CH2:8]2.[OH:17]N1C(=O)C2=CC=CC=C2C1=O, predict the reaction product. The product is: [OH:17][C:5]12[CH2:4][C:3]3([C:11]([OH:13])=[O:12])[CH2:9][CH:7]([CH2:8][C:1]([C:14]([OH:16])=[O:15])([CH2:2]3)[CH2:10]1)[CH2:6]2. (3) The product is: [O:2]=[C:3]1[N:12]([CH2:13][CH2:14][CH2:15][N:16]([CH2:20][CH2:21][CH2:22][CH2:23][N:24]([CH2:25][CH2:26][CH2:27][N:28]2[C:37](=[O:38])[C:36]3[C:31](=[CH:32][CH:33]=[CH:34][CH:35]=3)[NH:30][C:29]2=[O:39])[CH3:41])[C:17](=[O:19])[CH3:18])[C:11](=[O:40])[C:10]2[C:5](=[CH:6][CH:7]=[CH:8][CH:9]=2)[NH:4]1. Given the reactants Cl.[O:2]=[C:3]1[N:12]([CH2:13][CH2:14][CH2:15][N:16]([CH2:20][CH2:21][CH2:22][CH2:23][NH:24][CH2:25][CH2:26][CH2:27][N:28]2[C:37](=[O:38])[C:36]3[C:31](=[CH:32][CH:33]=[CH:34][CH:35]=3)[NH:30][C:29]2=[O:39])[C:17](=[O:19])[CH3:18])[C:11](=[O:40])[C:10]2[C:5](=[CH:6][CH:7]=[CH:8][CH:9]=2)[NH:4]1.[CH2:41](N(CC)CC)C.C=O.[BH4-].[Na+], predict the reaction product. (4) The product is: [CH2:26]([N:3]([CH2:1][CH3:2])[C:4]1[N:9]=[C:8]([C:10]2[O:14][N:13]=[C:12]([C:15]3[CH:20]=[C:19]([CH3:21])[C:18]([O:22][CH2:33][C@@H:31]4[CH2:30][O:32]4)=[C:17]([CH2:23][CH3:24])[CH:16]=3)[N:11]=2)[CH:7]=[C:6]([CH3:25])[N:5]=1)[CH3:27]. Given the reactants [CH2:1]([N:3]([CH2:26][CH3:27])[C:4]1[N:9]=[C:8]([C:10]2[O:14][N:13]=[C:12]([C:15]3[CH:20]=[C:19]([CH3:21])[C:18]([OH:22])=[C:17]([CH2:23][CH3:24])[CH:16]=3)[N:11]=2)[CH:7]=[C:6]([CH3:25])[N:5]=1)[CH3:2].[OH-].[Na+].[CH2:30]1[O:32][C@H:31]1[CH2:33]Cl, predict the reaction product. (5) Given the reactants Br[C:2]1[C:3]([CH3:21])=[C:4]([C:8]([N:10]2[CH2:15][CH2:14][CH:13]([N:16]3[CH2:20][CH2:19][CH2:18][CH2:17]3)[CH2:12][CH2:11]2)=[O:9])[CH:5]=[CH:6][CH:7]=1.[F:22][C:23]([F:34])([F:33])[C:24]1[CH:25]=[C:26](B(O)O)[CH:27]=[CH:28][CH:29]=1, predict the reaction product. The product is: [CH3:21][C:3]1[C:4]([C:8]([N:10]2[CH2:15][CH2:14][CH:13]([N:16]3[CH2:20][CH2:19][CH2:18][CH2:17]3)[CH2:12][CH2:11]2)=[O:9])=[CH:5][CH:6]=[CH:7][C:2]=1[C:28]1[CH:27]=[CH:26][CH:25]=[C:24]([C:23]([F:34])([F:33])[F:22])[CH:29]=1. (6) Given the reactants B([O-])[O-].IC1C2C(=NC=NC=2N)N([C@H]2CC[C@@H](N3CCN(C)CC3)CC2)N=1.[NH2:28][C:29]1[N:34]=[CH:33][N:32]=[C:31]2[N:35]([CH:55]3[CH2:60][CH2:59][CH:58]([N:61]4[CH2:66][CH2:65][N:64]([CH3:67])[CH2:63][CH2:62]4)[CH2:57][CH2:56]3)[N:36]=[C:37]([C:38]3[CH:43]=[CH:42][C:41]([NH:44][C:45]4[S:46][C:47]5C=C(Cl)[CH:51]=[CH:50][C:48]=5[N:49]=4)=[CH:40][CH:39]=3)[C:30]=12, predict the reaction product. The product is: [NH2:28][C:29]1[N:34]=[CH:33][N:32]=[C:31]2[N:35]([C@H:55]3[CH2:60][CH2:59][C@@H:58]([N:61]4[CH2:66][CH2:65][N:64]([CH3:67])[CH2:63][CH2:62]4)[CH2:57][CH2:56]3)[N:36]=[C:37]([C:38]3[CH:39]=[CH:40][C:41]([NH:44][C:45]4[S:46][CH:47]=[C:48]([CH2:50][CH3:51])[N:49]=4)=[CH:42][CH:43]=3)[C:30]=12. (7) The product is: [CH3:34][O:33][C:30]1[CH:31]=[CH:32][C:27]([C:26]([NH:16][C:11]2[CH:12]=[CH:13][CH:14]=[CH:15][C:10]=2[NH:9][C:6]2[CH:7]=[CH:8][C:3]([O:2][CH3:1])=[CH:4][CH:5]=2)=[O:35])=[CH:28][CH:29]=1. Given the reactants [CH3:1][O:2][C:3]1[CH:8]=[CH:7][C:6]([NH:9][C:10]2[CH:15]=[CH:14][CH:13]=[CH:12][C:11]=2[N+:16]([O-])=O)=[CH:5][CH:4]=1.C(N(CC)CC)C.[C:26](Cl)(=[O:35])[C:27]1[CH:32]=[CH:31][C:30]([O:33][CH3:34])=[CH:29][CH:28]=1, predict the reaction product.